This data is from M1 muscarinic receptor agonist screen with 61,833 compounds. The task is: Binary Classification. Given a drug SMILES string, predict its activity (active/inactive) in a high-throughput screening assay against a specified biological target. (1) The drug is s1c(NC(=O)CN2C(=O)C3C(CC=CC3)C2=O)ncc1C. The result is 0 (inactive). (2) The compound is O(C(=O)N1CCC(CC1)C(O)=O)C(C)(C)C. The result is 0 (inactive). (3) The result is 0 (inactive). The compound is N(c1nc(n2ccnc2)nc(n2ccnc2)n1)(c1ccccc1)C. (4) The molecule is Fc1ccc(CN2CCC(CC2)C(=O)N(Cc2ccccc2)CCO)cc1. The result is 0 (inactive). (5) The molecule is S(c1nc(nc2n(c(=O)n(c(=O)c12)C)C)C(C)C)CC(=O)Nc1noc(c1)C. The result is 0 (inactive). (6) The molecule is S(=O)(=O)(c1sc(NCCN2CCOCC2)c(S(=O)(=O)c2ccc(cc2)C)n1)CCC. The result is 0 (inactive). (7) The result is 0 (inactive). The molecule is O(c1c(NC(=O)CCCC)ccc(NC(=O)CC)c1)C. (8) The molecule is OC(CN1CCN(CC1)c1ccccc1)COc1ccc(cc1)C. The result is 0 (inactive). (9) The drug is NC=1C(C(C2CN(CC=C2C1C#N)CC)CCc1ccccc1)(C#N)C#N. The result is 1 (active).